Dataset: CYP2C19 inhibition data for predicting drug metabolism from PubChem BioAssay. Task: Regression/Classification. Given a drug SMILES string, predict its absorption, distribution, metabolism, or excretion properties. Task type varies by dataset: regression for continuous measurements (e.g., permeability, clearance, half-life) or binary classification for categorical outcomes (e.g., BBB penetration, CYP inhibition). Dataset: cyp2c19_veith. (1) The drug is Cn1c(=O)c2c(ncn2CCSS(=O)(=O)O)n(C)c1=O. The result is 0 (non-inhibitor). (2) The drug is Cc1ccc(NCC(=O)N/N=C\c2ccc([N+](=O)[O-])o2)cc1. The result is 1 (inhibitor). (3) The compound is CO/N=C(\C(=O)N[C@@H]1C(=O)N2C(C(=O)[O-])=C(COC(C)=O)CS[C@@H]12)c1csc(N)n1.[Na+]. The result is 0 (non-inhibitor). (4) The molecule is CCCCCC(=O)O[C@H](CC(=O)O)C[N+](C)(C)C. The result is 0 (non-inhibitor). (5) The result is 0 (non-inhibitor). The molecule is O=C(O)c1ccc(CNCc2ccccc2)cc1. (6) The drug is C#C[C@]1(O)CC[C@@H]2[C@H]3CCC4=Cc5oncc5C[C@]4(C)[C@@H]3CC[C@@]21C. The result is 1 (inhibitor). (7) The drug is COc1ccc(C[C@@](C)(N)C(=O)O)cc1OC. The result is 0 (non-inhibitor).